Dataset: Forward reaction prediction with 1.9M reactions from USPTO patents (1976-2016). Task: Predict the product of the given reaction. (1) Given the reactants [Cl:1][C:2]1[CH:3]=[CH:4][C:5]([C:20]([F:23])([F:22])[F:21])=[C:6]([CH:19]=1)[CH2:7][N:8]1[CH2:13][CH2:12][NH:11][C:10]2[N:14]=[CH:15][C:16](I)=[CH:17][C:9]1=2.[N:24]1([CH:29]2[CH2:34][CH2:33][N:32]([C:35]([C:37]3[CH:42]=[CH:41][C:40](B4OC(C)(C)C(C)(C)O4)=[CH:39][CH:38]=3)=[O:36])[CH2:31][CH2:30]2)[CH2:28][CH2:27][CH2:26][CH2:25]1, predict the reaction product. The product is: [Cl:1][C:2]1[CH:3]=[CH:4][C:5]([C:20]([F:23])([F:22])[F:21])=[C:6]([CH:19]=1)[CH2:7][N:8]1[CH2:13][CH2:12][NH:11][C:10]2[N:14]=[CH:15][C:16]([C:40]3[CH:41]=[CH:42][C:37]([C:35]([N:32]4[CH2:31][CH2:30][CH:29]([N:24]5[CH2:25][CH2:26][CH2:27][CH2:28]5)[CH2:34][CH2:33]4)=[O:36])=[CH:38][CH:39]=3)=[CH:17][C:9]1=2. (2) Given the reactants Cl[C:2]1[C:11]2[C:6](=[CH:7][C:8]([CH3:12])=[CH:9][CH:10]=2)[N:5]=[C:4]([C:13]2[C:18]([F:19])=[CH:17][CH:16]=[CH:15][C:14]=2[OH:20])[N:3]=1.[NH:21]1[CH2:26][CH2:25][NH:24][CH2:23][CH2:22]1.C(N(CC)CC)C, predict the reaction product. The product is: [F:19][C:18]1[C:13]([C:4]2[N:3]=[C:2]([N:21]3[CH2:26][CH2:25][NH:24][CH2:23][CH2:22]3)[C:11]3[C:6](=[CH:7][C:8]([CH3:12])=[CH:9][CH:10]=3)[N:5]=2)=[C:14]([OH:20])[CH:15]=[CH:16][CH:17]=1. (3) The product is: [F:19][C:20]1[CH:32]=[CH:31][CH:30]=[CH:29][C:21]=1[O:22][CH:23]1[CH2:28][CH2:27][N:26]([C:15]([C:11]2[N:10]=[C:9]([C:6]3[CH2:5][CH2:4][N:3]([CH3:2])[CH2:8][CH:7]=3)[CH:14]=[CH:13][CH:12]=2)=[O:17])[CH2:25][CH2:24]1. Given the reactants Cl.[CH3:2][N:3]1[CH2:8][CH:7]=[C:6]([C:9]2[CH:14]=[CH:13][CH:12]=[C:11]([C:15]([OH:17])=O)[N:10]=2)[CH2:5][CH2:4]1.Cl.[F:19][C:20]1[CH:32]=[CH:31][CH:30]=[CH:29][C:21]=1[O:22][CH:23]1[CH2:28][CH2:27][NH:26][CH2:25][CH2:24]1.F[P-](F)(F)(F)(F)F.N1(OC(N(C)C)=[N+](C)C)C2N=CC=CC=2N=N1.C(N(C(C)C)CC)(C)C, predict the reaction product. (4) Given the reactants [CH2:1]([O:8][C:9]1[CH:32]=[C:31]([O:33]COC)[CH:30]=[CH:29][C:10]=1[C:11]1[CH2:12][O:13][C:14]2[C:19]([CH:20]=1)=[CH:18][CH:17]=[C:16]([O:21][CH2:22][C:23]1[CH:28]=[CH:27][CH:26]=[CH:25][CH:24]=1)[CH:15]=2)[C:2]1[CH:7]=[CH:6][CH:5]=[CH:4][CH:3]=1.O.Br.C1(P(C2C=CC=CC=2)C2C=CC=CC=2)C=CC=CC=1, predict the reaction product. The product is: [CH2:1]([O:8][C:9]1[CH:32]=[C:31]([OH:33])[CH:30]=[CH:29][C:10]=1[C:11]1[CH2:12][O:13][C:14]2[C:19]([CH:20]=1)=[CH:18][CH:17]=[C:16]([O:21][CH2:22][C:23]1[CH:28]=[CH:27][CH:26]=[CH:25][CH:24]=1)[CH:15]=2)[C:2]1[CH:3]=[CH:4][CH:5]=[CH:6][CH:7]=1. (5) Given the reactants [CH3:1][O:2][C:3]1[CH:8]=[C:7]([CH3:9])[C:6]([S:10]([N:13]([CH2:15][C:16]2[O:20][CH:19]=[C:18]([C:21]([OH:23])=O)[CH:17]=2)[CH3:14])(=[O:12])=[O:11])=[C:5]([CH3:24])[CH:4]=1.CCN=C=NCCCN(C)C.C1C=CC2N(O)N=NC=2C=1.CCN(C(C)C)C(C)C.Cl.Cl.[CH3:57][O:58][CH:59]1[CH2:64][CH2:63][CH2:62][N:61]([CH2:65][C:66]2[CH:71]=[CH:70][C:69]([CH2:72][NH:73][CH3:74])=[CH:68][CH:67]=2)[CH2:60]1, predict the reaction product. The product is: [CH3:1][O:2][C:3]1[CH:8]=[C:7]([CH3:9])[C:6]([S:10]([N:13]([CH2:15][C:16]2[O:20][CH:19]=[C:18]([C:21]([N:73]([CH2:72][C:69]3[CH:68]=[CH:67][C:66]([CH2:65][N:61]4[CH2:62][CH2:63][CH2:64][CH:59]([O:58][CH3:57])[CH2:60]4)=[CH:71][CH:70]=3)[CH3:74])=[O:23])[CH:17]=2)[CH3:14])(=[O:12])=[O:11])=[C:5]([CH3:24])[CH:4]=1. (6) Given the reactants [CH3:1][CH2:2][O:3][C:4]([C:6]1[N:16](C(OC(C)(C)C)=O)[C:9]2=[N:10][C:11]([Cl:15])=[C:12]([CH3:14])[CH:13]=[C:8]2[CH:7]=1)=[O:5].FC(F)(F)C(O)=O, predict the reaction product. The product is: [CH2:2]([O:3][C:4]([C:6]1[NH:16][C:9]2=[N:10][C:11]([Cl:15])=[C:12]([CH3:14])[CH:13]=[C:8]2[CH:7]=1)=[O:5])[CH3:1].